From a dataset of Forward reaction prediction with 1.9M reactions from USPTO patents (1976-2016). Predict the product of the given reaction. (1) Given the reactants [NH2:1][CH2:2][CH2:3][CH2:4][C:5]1[CH:6]=[CH:7][C:8]2[C:9]3[N:18]([CH2:19][CH:20]4[CH2:25][CH2:24][O:23][CH2:22][CH2:21]4)[C:17]([CH2:26][CH3:27])=[N:16][C:10]=3[C:11]([NH2:15])=[N:12][C:13]=2[CH:14]=1.C(N(CC)CC)C.[CH3:35][S:36](O[S:36]([CH3:35])(=[O:38])=[O:37])(=[O:38])=[O:37].C(=O)([O-])[O-].[Na+].[Na+], predict the reaction product. The product is: [NH2:15][C:11]1[C:10]2[N:16]=[C:17]([CH2:26][CH3:27])[N:18]([CH2:19][CH:20]3[CH2:21][CH2:22][O:23][CH2:24][CH2:25]3)[C:9]=2[C:8]2[CH:7]=[CH:6][C:5]([CH2:4][CH2:3][CH2:2][NH:1][S:36]([CH3:35])(=[O:38])=[O:37])=[CH:14][C:13]=2[N:12]=1. (2) Given the reactants [CH3:1][Si:2]([CH3:34])([CH3:33])[C:3]1[C:20]([Si:21]([CH3:24])([CH3:23])[CH3:22])=[CH:19][C:18]2[C:5](=[CH:6][C:7]3[C:16]([CH:17]=2)=[CH:15][C:14]2[C:9](=[C:10]([Si](C)(C)C)[C:11]([Si](C)(C)C)=[CH:12][CH:13]=2)[CH:8]=3)[CH:4]=1.O[C:36]1[CH:37]=[C:38]2[C:55](=[CH:56][C:57]=1O)[CH:54]=[C:57]1[C:36]([CH:37]=[C:38]3[C:55](=[CH:56]1)[CH:54]=C1C(C=CC=C1)=[CH:39]3)=[CH:39]2.[CH3:59][Si:60]([CH3:71])([CH3:70])[C:61]1[C:65]([Si:66]([CH3:69])([CH3:68])[CH3:67])=[CH:64]O[CH:62]=1.[Br:72][C:73]1[CH:74]=[C:75]2[C:92](=[CH:93][C:94]=1[Br:95])[CH:91]=[C:90]1[C:77]([CH:78]=[C:79]3[C:88](=[CH:89]1)[CH:87]=[C:86]1[C:81]([CH:82]=[CH:83][CH:84]=[CH:85]1)=[CH:80]3)=[CH:76]2, predict the reaction product. The product is: [CH3:59][Si:60]([CH3:71])([CH3:70])[C:61]1[C:65]([Si:66]([CH3:69])([CH3:68])[CH3:67])=[CH:64][C:57]2[C:36](=[CH:37][C:11]3[C:12]([CH:56]=2)=[CH:13][C:14]2[C:9](=[CH:8][C:7]4[C:16]([CH:15]=2)=[CH:17][C:18]2[C:5](=[CH:4][C:3]([Si:2]([CH3:34])([CH3:1])[CH3:33])=[C:20]([Si:21]([CH3:24])([CH3:22])[CH3:23])[CH:19]=2)[CH:6]=4)[CH:10]=3)[CH:62]=1.[Br:72][C:73]1[CH:74]=[C:75]2[C:92](=[CH:93][C:94]=1[Br:95])[CH:91]=[C:90]1[C:77]([CH:78]=[C:79]3[C:88](=[CH:89]1)[CH:87]=[C:86]1[C:81]([CH:82]=[C:83]4[C:84](=[CH:85]1)[CH:54]=[C:55]1[C:38]([CH:37]=[CH:36][CH:57]=[CH:56]1)=[CH:39]4)=[CH:80]3)=[CH:76]2. (3) Given the reactants [CH2:1]([O:8][C:9]1[C:10]([F:20])=[C:11]([C:16]([CH3:19])=[CH:17][CH:18]=1)[C:12]([O:14]C)=[O:13])[C:2]1[CH:7]=[CH:6][CH:5]=[CH:4][CH:3]=1.CO.[OH-].[K+].Cl, predict the reaction product. The product is: [CH2:1]([O:8][C:9]1[C:10]([F:20])=[C:11]([C:16]([CH3:19])=[CH:17][CH:18]=1)[C:12]([OH:14])=[O:13])[C:2]1[CH:3]=[CH:4][CH:5]=[CH:6][CH:7]=1. (4) Given the reactants [NH2:1][C:2]1[CH:12]=[C:11](Cl)[C:10]([C:14]([F:17])([F:16])[F:15])=[CH:9][C:3]=1[C:4]([O:6][CH2:7][CH3:8])=[O:5].[C:18]([O:22][C:23]([N:25]1[CH2:30][CH2:29][N:28]([CH2:31][B-](F)(F)F)[CH2:27][CH2:26]1)=[O:24])([CH3:21])([CH3:20])[CH3:19].[K+].CC(C1C=C(C(C)C)C(C2C=CC=CC=2P(C2CCCCC2)C2CCCCC2)=C(C(C)C)C=1)C.C(=O)([O-])[O-].[Cs+].[Cs+], predict the reaction product. The product is: [NH2:1][C:2]1[C:3]([C:4]([O:6][CH2:7][CH3:8])=[O:5])=[CH:9][C:10]([C:14]([F:17])([F:16])[F:15])=[C:11]([CH2:31][N:28]2[CH2:29][CH2:30][N:25]([C:23]([O:22][C:18]([CH3:21])([CH3:20])[CH3:19])=[O:24])[CH2:26][CH2:27]2)[CH:12]=1. (5) The product is: [C:1]([O:5][C:6](=[O:20])[CH2:7][O:8][C:9]1[C:18]2[CH2:17][CH2:16][CH2:15][CH:14]([NH:19][S:38]([C:33]3[CH:34]=[N:35][C:36]([Cl:37])=[C:31]([Br:30])[CH:32]=3)(=[O:40])=[O:39])[C:13]=2[CH:12]=[CH:11][CH:10]=1)([CH3:4])([CH3:2])[CH3:3]. Given the reactants [C:1]([O:5][C:6](=[O:20])[CH2:7][O:8][C:9]1[C:18]2[CH2:17][CH2:16][CH2:15][CH:14]([NH2:19])[C:13]=2[CH:12]=[CH:11][CH:10]=1)([CH3:4])([CH3:3])[CH3:2].C(N(C(C)C)CC)(C)C.[Br:30][C:31]1[CH:32]=[C:33]([S:38](Cl)(=[O:40])=[O:39])[CH:34]=[N:35][C:36]=1[Cl:37], predict the reaction product. (6) Given the reactants [NH2:1][C:2]1[CH:7]=[C:6]([NH:8][C:9](=[O:18])[C:10]2[C:15]([Cl:16])=[CH:14][CH:13]=[CH:12][C:11]=2[Cl:17])[CH:5]=[CH:4][N:3]=1.N1C=CC=CC=1.Cl[C:26](OC1C=CC=CC=1)=[O:27].[CH3:35][O:36][CH2:37][CH2:38][CH2:39][NH2:40], predict the reaction product. The product is: [Cl:16][C:15]1[CH:14]=[CH:13][CH:12]=[C:11]([Cl:17])[C:10]=1[C:9]([NH:8][C:6]1[CH:5]=[CH:4][N:3]=[C:2]([NH:1][C:26]([NH:40][CH2:39][CH2:38][CH2:37][O:36][CH3:35])=[O:27])[CH:7]=1)=[O:18]. (7) Given the reactants Cl[C:2]1[N:7]=[C:6]([O:8][CH3:9])[CH:5]=[CH:4][N:3]=1.[NH:10]1[CH2:15][CH2:14][NH:13][CH2:12][CH2:11]1.O, predict the reaction product. The product is: [CH3:9][O:8][C:6]1[CH:5]=[CH:4][N:3]=[C:2]([N:10]2[CH2:15][CH2:14][NH:13][CH2:12][CH2:11]2)[N:7]=1.